Dataset: Peptide-MHC class II binding affinity with 134,281 pairs from IEDB. Task: Regression. Given a peptide amino acid sequence and an MHC pseudo amino acid sequence, predict their binding affinity value. This is MHC class II binding data. The peptide sequence is LPVPPTVTVFKIPKK. The MHC is DRB1_1302 with pseudo-sequence DRB1_1302. The binding affinity (normalized) is 0.191.